Dataset: Catalyst prediction with 721,799 reactions and 888 catalyst types from USPTO. Task: Predict which catalyst facilitates the given reaction. (1) Product: [F:49][CH2:50][CH2:51][NH:52][C:53](=[O:57])[CH2:54][N:55]([CH3:56])[C:21]([C:6]1[CH:7]=[C:8]2[C:3](=[CH:4][CH:5]=1)[N:2]([CH3:1])[C:14]1[CH2:13][CH2:12][CH:11]([CH:15]3[CH2:16][CH2:17][O:18][CH2:19][CH2:20]3)[CH2:10][C:9]2=1)=[O:22]. Reactant: [CH3:1][N:2]1[C:14]2[CH2:13][CH2:12][CH:11]([CH:15]3[CH2:20][CH2:19][O:18][CH2:17][CH2:16]3)[CH2:10][C:9]=2[C:8]2[C:3]1=[CH:4][CH:5]=[C:6]([C:21](O)=[O:22])[CH:7]=2.CN(C(ON1N=NC2C=CC=NC1=2)=[N+](C)C)C.F[P-](F)(F)(F)(F)F.[Cl-].[F:49][CH2:50][CH2:51][NH:52][C:53](=[O:57])[CH2:54][NH2+:55][CH3:56].C(N(CC)C(C)C)(C)C. The catalyst class is: 3. (2) Reactant: Br[CH2:2][C:3]1[CH:8]=[CH:7][C:6]([C:9]2[C:10]([C:15]#[N:16])=[CH:11][CH:12]=[CH:13][CH:14]=2)=[CH:5][CH:4]=1.C1(C)C=CC=CC=1.C([O-])(=[O:26])C.[K+].[OH-].[Na+]. Product: [OH:26][CH2:2][C:3]1[CH:8]=[CH:7][C:6]([C:9]2[C:10]([C:15]#[N:16])=[CH:11][CH:12]=[CH:13][CH:14]=2)=[CH:5][CH:4]=1. The catalyst class is: 6. (3) Reactant: C(OC([N:8]1[CH2:13][CH2:12][N:11](C(OC(C)(C)C)=O)[CH2:10][C@@H:9]1[CH:21]([C:23]1[CH:28]=[CH:27][C:26]([F:29])=[CH:25][CH:24]=1)[OH:22])=O)(C)(C)C.O1CCOCC1. Product: [F:29][C:26]1[CH:25]=[CH:24][C:23]([C@H:21]([CH:9]2[CH2:10][NH:11][CH2:12][CH2:13][NH:8]2)[OH:22])=[CH:28][CH:27]=1. The catalyst class is: 209. (4) Reactant: [CH3:1][C:2]1([CH3:10])[CH2:6][NH:5][C@H:4]([C:7]([OH:9])=[O:8])[CH2:3]1.[OH-].[Na+].[C:13]([O:17][C:18](O[C:18]([O:17][C:13]([CH3:16])([CH3:15])[CH3:14])=[O:19])=[O:19])([CH3:16])([CH3:15])[CH3:14]. Product: [C:13]([O:17][C:18]([N:5]1[CH2:6][C:2]([CH3:10])([CH3:1])[CH2:3][CH:4]1[C:7]([OH:9])=[O:8])=[O:19])([CH3:16])([CH3:15])[CH3:14]. The catalyst class is: 38. (5) Reactant: C(N(/[C:6](/F)=[C:7](\F)/[C:8]([F:11])([F:10])F)CC)C.C(N(C(F)(F)C(F)C(F)(F)F)CC)C.[C:28]([O:36][CH:37]1[CH2:42]CCC(=O)[CH2:38]1)(=[O:35])[C:29]1[CH:34]=[CH:33][CH:32]=[CH:31][CH:30]=1. Product: [C:28]([O:36][CH:37]1[CH2:42][CH2:6][CH2:7][C:8]([F:10])([F:11])[CH2:38]1)(=[O:35])[C:29]1[CH:34]=[CH:33][CH:32]=[CH:31][CH:30]=1. The catalyst class is: 2. (6) Reactant: [CH3:1][C:2]1([CH3:22])[C:10]2[N:9]=[C:8]([C:11]3[C:12]([CH3:21])=[CH:13][C:14]([CH3:20])=[C:15]([CH:19]=3)[C:16](O)=[O:17])[NH:7][C:6]=2[CH2:5][O:4][CH2:3]1.Cl.[NH:24]1[CH2:29][CH2:28][CH:27]([C:30]2[CH:37]=[CH:36][C:33]([C:34]#[N:35])=[CH:32][CH:31]=2)[CH2:26][CH2:25]1.F[P-](F)(F)(F)(F)F.N1(OC(N(C)C)=[N+](C)C)C2C=CC=CC=2N=N1.CCN(C(C)C)C(C)C. Product: [CH3:1][C:2]1([CH3:22])[C:10]2[N:9]=[C:8]([C:11]3[C:12]([CH3:21])=[CH:13][C:14]([CH3:20])=[C:15]([CH:19]=3)[C:16]([N:24]3[CH2:29][CH2:28][CH:27]([C:30]4[CH:37]=[CH:36][C:33]([C:34]#[N:35])=[CH:32][CH:31]=4)[CH2:26][CH2:25]3)=[O:17])[NH:7][C:6]=2[CH2:5][O:4][CH2:3]1. The catalyst class is: 39.